From a dataset of Forward reaction prediction with 1.9M reactions from USPTO patents (1976-2016). Predict the product of the given reaction. (1) Given the reactants [NH2:1][C:2]1[CH:36]=[CH:35][C:5]([O:6][C:7]2[CH:12]=[CH:11][N:10]=[C:9]3[CH:13]=[C:14]([C:16]4[N:21]=[CH:20][C:19]([CH2:22][N:23]([CH2:31][CH2:32][O:33][CH3:34])[C:24](=[O:30])[O:25][C:26]([CH3:29])([CH3:28])[CH3:27])=[CH:18][CH:17]=4)[S:15][C:8]=23)=[C:4]([F:37])[CH:3]=1.[O-:38][C:39]#[N:40].[Na+], predict the reaction product. The product is: [F:37][C:4]1[CH:3]=[C:2]([NH:1][C:39]([NH2:40])=[O:38])[CH:36]=[CH:35][C:5]=1[O:6][C:7]1[CH:12]=[CH:11][N:10]=[C:9]2[CH:13]=[C:14]([C:16]3[N:21]=[CH:20][C:19]([CH2:22][N:23]([CH2:31][CH2:32][O:33][CH3:34])[C:24](=[O:30])[O:25][C:26]([CH3:29])([CH3:28])[CH3:27])=[CH:18][CH:17]=3)[S:15][C:8]=12. (2) The product is: [F:1][C:2]1[CH:9]=[C:8]([O:10][CH2:13][C:14]2[N:18]=[C:17]([C:19]3[S:20][CH:21]=[CH:22][CH:23]=3)[O:16][N:15]=2)[CH:7]=[C:6]([F:11])[C:3]=1[CH2:4][O:5][C:31]([N:26]1[CH2:27][CH2:28][NH:29][CH2:30][C@H:25]1[CH3:24])=[O:32]. Given the reactants [F:1][C:2]1[CH:9]=[C:8]([OH:10])[CH:7]=[C:6]([F:11])[C:3]=1[CH2:4][OH:5].Cl[CH2:13][C:14]1[N:18]=[C:17]([C:19]2[S:20][CH:21]=[CH:22][CH:23]=2)[O:16][N:15]=1.[CH3:24][C@@H:25]1[CH2:30][NH:29][CH2:28][CH2:27][N:26]1[C:31](OCC1C=C(OCC=C)C=CC=1F)=[O:32], predict the reaction product. (3) Given the reactants Cl[C:2]1[C:11]2[C:6](=[CH:7][CH:8]=[CH:9][CH:10]=2)[N:5]=[C:4]2[N:12]([C:16]3[CH:21]=[CH:20][CH:19]=[CH:18][N:17]=3)[N:13]=[C:14]([CH3:15])[C:3]=12.[CH:22]1([NH2:25])[CH2:24][CH2:23]1, predict the reaction product. The product is: [CH:22]1([NH:25][C:2]2[C:11]3[C:6](=[CH:7][CH:8]=[CH:9][CH:10]=3)[N:5]=[C:4]3[N:12]([C:16]4[CH:21]=[CH:20][CH:19]=[CH:18][N:17]=4)[N:13]=[C:14]([CH3:15])[C:3]=23)[CH2:24][CH2:23]1.